From a dataset of Reaction yield outcomes from USPTO patents with 853,638 reactions. Predict the reaction yield, written as a fraction of the theoretical maximum amount of product (1.0 means a 100% yield; for example, 0.34 means a 34% yield). (1) The reactants are [CH2:1]([C:3](=[CH:6][CH2:7][C:8]1[C:9]([O:21][CH2:22][CH2:23][Si:24]([CH3:27])([CH3:26])[CH3:25])=[C:10]2[C:14](=[C:15]([CH3:19])[C:16]=1[CH2:17][CH3:18])[CH2:13][O:12][C:11]2=[O:20])[CH:4]=[O:5])[CH3:2].[BH4-].[Li+]. The catalyst is CO.CO.O.C1COCC1. The product is [CH2:17]([C:16]1[C:15]([CH3:19])=[C:14]2[C:10](=[C:9]([O:21][CH2:22][CH2:23][Si:24]([CH3:25])([CH3:26])[CH3:27])[C:8]=1[CH2:7][CH:6]=[C:3]([CH2:4][OH:5])[CH2:1][CH3:2])[C:11](=[O:20])[O:12][CH2:13]2)[CH3:18]. The yield is 0.700. (2) The reactants are CS[C:3]1[N:8]=[CH:7][C:6]([C:9]([OH:11])=O)=[CH:5][N:4]=1.[NH2:12][C:13]1[CH:14]=[C:15]([CH:22]=[CH:23][C:24]=1[CH3:25])[C:16]([NH:18][CH:19]1[CH2:21][CH2:20]1)=[O:17].CN(C(ON1N=N[C:36]2[CH:37]=[CH:38][CH:39]=[N:40][C:35]1=2)=[N+](C)C)C.F[P-](F)(F)(F)(F)F.CCN(C(C)C)C(C)C.[C:59](=O)(O)[O-:60].[Na+]. The catalyst is CN(C=O)C. The product is [CH:19]1([NH:18][C:16]([C:15]2[CH:22]=[CH:23][C:24]([CH3:25])=[C:13]([NH:12][C:9]([C:6]3[CH:7]=[N:8][C:3]([O:60][CH2:59][C:35]4[CH:36]=[CH:37][CH:38]=[CH:39][N:40]=4)=[N:4][CH:5]=3)=[O:11])[CH:14]=2)=[O:17])[CH2:20][CH2:21]1. The yield is 1.00.